Dataset: Reaction yield outcomes from USPTO patents with 853,638 reactions. Task: Predict the reaction yield, written as a fraction of the theoretical maximum amount of product (1.0 means a 100% yield; for example, 0.34 means a 34% yield). (1) The reactants are [NH2:1][C:2]1[N:6]([C:7]2[CH:8]=[C:9]([CH2:13][CH:14]([CH3:18])[C:15]([NH2:17])=[O:16])[CH:10]=[CH:11][CH:12]=2)[N:5]=[C:4]([C:19]2[CH:24]=[CH:23][CH:22]=[CH:21][C:20]=2[F:25])[CH:3]=1.[Cl:26][C:27]1[C:32]([Cl:33])=[CH:31][CH:30]=[CH:29][C:28]=1[N:34]=[C:35]=[O:36]. No catalyst specified. The product is [NH2:17][C:15](=[O:16])[CH:14]([CH3:18])[CH2:13][C:9]1[CH:8]=[C:7]([N:6]2[C:2]([NH:1][C:35]([NH:34][C:28]3[CH:29]=[CH:30][CH:31]=[C:32]([Cl:33])[C:27]=3[Cl:26])=[O:36])=[CH:3][C:4]([C:19]3[CH:24]=[CH:23][CH:22]=[CH:21][C:20]=3[F:25])=[N:5]2)[CH:12]=[CH:11][CH:10]=1. The yield is 0.180. (2) The reactants are [CH3:1][C:2]1[CH:7]=[CH:6][C:5]([CH2:8][N:9]([CH:22]2[CH2:27][CH2:26][N:25]([CH2:28][C:29]3[CH:34]=[CH:33][CH:32]=[CH:31][CH:30]=3)[CH2:24][CH2:23]2)[C:10](=O)[CH2:11][CH2:12][C:13]2[CH:18]=[CH:17][C:16]([O:19][CH3:20])=[CH:15][CH:14]=2)=[CH:4][CH:3]=1.COC1C=CC(P2(SP(C3C=CC(OC)=CC=3)(=S)S2)=[S:44])=CC=1. The catalyst is CO. The product is [CH3:1][C:2]1[CH:7]=[CH:6][C:5]([CH2:8][N:9]([CH:22]2[CH2:27][CH2:26][N:25]([CH2:28][C:29]3[CH:34]=[CH:33][CH:32]=[CH:31][CH:30]=3)[CH2:24][CH2:23]2)[C:10](=[S:44])[CH2:11][CH2:12][C:13]2[CH:18]=[CH:17][C:16]([O:19][CH3:20])=[CH:15][CH:14]=2)=[CH:4][CH:3]=1. The yield is 0.970. (3) The reactants are [CH2:1]([O:8][C:9](=[O:15])[CH2:10][CH2:11][CH2:12][CH2:13]O)[C:2]1[CH:7]=[CH:6][CH:5]=[CH:4][CH:3]=1.C1(P(C2C=CC=CC=2)C2C=CC=CC=2)C=CC=CC=1.C(Br)(Br)(Br)[Br:36]. The catalyst is C(Cl)Cl. The product is [CH2:1]([O:8][C:9](=[O:15])[CH2:10][CH2:11][CH2:12][CH2:13][Br:36])[C:2]1[CH:7]=[CH:6][CH:5]=[CH:4][CH:3]=1. The yield is 0.720.